This data is from Catalyst prediction with 721,799 reactions and 888 catalyst types from USPTO. The task is: Predict which catalyst facilitates the given reaction. (1) Product: [CH3:27][O:26][C:23]([C:24]1[CH:14]=[C:13]([S:15][CH3:17])[C:12]2[C:7](=[CH:8][C:9]([Cl:16])=[CH:10][CH:11]=2)[N:6]=1)=[O:25]. The catalyst class is: 3. Reactant: Cl.C(C1[CH:14]=[C:13]([SH:15])[C:12]2[C:7](=[CH:8][C:9]([Cl:16])=[CH:10][CH:11]=2)[N:6]=1)(O)=O.[C:17](=O)([O-])[O-].[Cs+].[Cs+].[C:23]([O:26][CH2:27]C)(=[O:25])[CH3:24]. (2) Product: [Cl:18][C:15]1[CH:16]=[CH:17][C:12]([NH:11][C:9]([C:6]2[CH:7]=[N:8][C:3]([CH2:2][N:29]3[CH2:30][CH2:31][N:26]([CH3:25])[CH2:27][CH2:28]3)=[CH:4][CH:5]=2)=[O:10])=[CH:13][C:14]=1[C:19]1[CH:24]=[CH:23][CH:22]=[CH:21][N:20]=1. Reactant: Br[CH2:2][C:3]1[N:8]=[CH:7][C:6]([C:9]([NH:11][C:12]2[CH:17]=[CH:16][C:15]([Cl:18])=[C:14]([C:19]3[CH:24]=[CH:23][CH:22]=[CH:21][N:20]=3)[CH:13]=2)=[O:10])=[CH:5][CH:4]=1.[CH3:25][N:26]1[CH2:31][CH2:30][NH:29][CH2:28][CH2:27]1. The catalyst class is: 16.